From a dataset of Full USPTO retrosynthesis dataset with 1.9M reactions from patents (1976-2016). Predict the reactants needed to synthesize the given product. Given the product [CH2:1]([O:8][C:9]1[CH:17]=[CH:16][C:12]([C:13]([NH2:24])=[O:14])=[CH:11][CH:10]=1)[C:2]1[CH:7]=[CH:6][CH:5]=[CH:4][CH:3]=1, predict the reactants needed to synthesize it. The reactants are: [CH2:1]([O:8][C:9]1[CH:17]=[CH:16][C:12]([C:13](O)=[O:14])=[CH:11][CH:10]=1)[C:2]1[CH:7]=[CH:6][CH:5]=[CH:4][CH:3]=1.C(Cl)(=O)C(Cl)=O.[NH3:24].